Dataset: Retrosynthesis with 50K atom-mapped reactions and 10 reaction types from USPTO. Task: Predict the reactants needed to synthesize the given product. (1) Given the product FC(F)(F)c1ccc(-c2cc3[nH]c(C(F)(F)C(F)(F)F)nc3cc2Cl)c(C(F)(F)F)c1, predict the reactants needed to synthesize it. The reactants are: Nc1cc(Cl)c(-c2ccc(C(F)(F)F)cc2C(F)(F)F)cc1N.O=C(O)C(F)(F)C(F)(F)F. (2) Given the product CCOC(=O)CC[N+](=O)[O-], predict the reactants needed to synthesize it. The reactants are: CCO.O=C(O)CC[N+](=O)[O-]. (3) Given the product COCCOc1ccc(OC2CN(c3ccc([C@H](C)NC(=O)c4sc(NC(C)=O)nc4C)cc3)C2)cc1, predict the reactants needed to synthesize it. The reactants are: CC(=O)Nc1nc(C)c(C(=O)N[C@@H](C)c2ccc(Br)cc2)s1.COCCOc1ccc(OC2CNC2)cc1. (4) The reactants are: COc1cc2nc(Cl)nc(N)c2cc1OC.O=C(C1=CCCC1)N1CCNCC1. Given the product COc1cc2nc(N3CCN(C(=O)C4=CCCC4)CC3)nc(N)c2cc1OC, predict the reactants needed to synthesize it. (5) Given the product O=C(Nc1ccc(-c2ccc3c(c2)C(=O)N(C2(C(=O)O)CCCC2)C3)cc1)c1ccc(OC(F)(F)F)cc1, predict the reactants needed to synthesize it. The reactants are: COC(=O)C1(N2Cc3ccc(-c4ccc(NC(=O)c5ccc(OC(F)(F)F)cc5)cc4)cc3C2=O)CCCC1. (6) The reactants are: CC(C)(C)OC(=O)N1CCC2(CC1)CNC2.Cc1cc(Nc2nc(Cl)nc3ncccc23)[nH]n1. Given the product Cc1cc(Nc2nc(N3CC4(CCN(C(=O)OC(C)(C)C)CC4)C3)nc3ncccc23)[nH]n1, predict the reactants needed to synthesize it. (7) Given the product O=C(O)CCc1ccc(OCc2cccc(-c3csc4ccccc34)c2)cc1, predict the reactants needed to synthesize it. The reactants are: COC(=O)CCc1ccc(OCc2cccc(-c3csc4ccccc34)c2)cc1. (8) Given the product COC[C@H]1CCCN1c1c(C(C)N)cc(Cl)c2cccnc12, predict the reactants needed to synthesize it. The reactants are: COC[C@H]1CCCN1c1c(C(C)=O)cc(Cl)c2cccnc12.[BH3-]C#N. (9) Given the product Cc1ccc(-n2nc(C(C)(C)C)cc2NC(=O)CCl)cc1, predict the reactants needed to synthesize it. The reactants are: Cc1ccc(-n2nc(C(C)(C)C)cc2N)cc1.O=C(Cl)CCl. (10) Given the product CC(C)[C@@H](CNC(=O)c1ccc(C#N)cc1)NC(=O)OC(C)(C)C, predict the reactants needed to synthesize it. The reactants are: CC(C)[C@@H](CN)NC(=O)OC(C)(C)C.N#Cc1ccc(C(=O)Cl)cc1.